From a dataset of Reaction yield outcomes from USPTO patents with 853,638 reactions. Predict the reaction yield, written as a fraction of the theoretical maximum amount of product (1.0 means a 100% yield; for example, 0.34 means a 34% yield). (1) The catalyst is CCO. The yield is 0.800. The reactants are [CH:1]1([CH2:7][C@H:8]([NH:21]C(=O)OC(C)(C)C)[CH2:9][N:10]([CH3:20])[C:11]([O:13][CH2:14][CH2:15][Si:16]([CH3:19])([CH3:18])[CH3:17])=[O:12])[CH2:6][CH2:5][CH2:4][CH2:3][CH2:2]1.C(OCC)C.CC1C=CC(S(O)(=O)=O)=CC=1. The product is [NH2:21][C@@H:8]([CH2:7][CH:1]1[CH2:2][CH2:3][CH2:4][CH2:5][CH2:6]1)[CH2:9][N:10]([CH3:20])[C:11](=[O:12])[O:13][CH2:14][CH2:15][Si:16]([CH3:18])([CH3:19])[CH3:17]. (2) The reactants are [F:1][C:2]1[CH:35]=[CH:34][C:5]([C:6](/[N:8]=[C:9]2\[NH:10][C:11]3[CH:26]=[CH:25][C:24]([CH2:27][N:28]4[CH2:33][CH2:32][CH2:31][CH2:30][CH2:29]4)=[CH:23][C:12]=3[N:13]\2[C@@H:14]2[CH2:19][CH2:18][C@H:17]([C:20](O)=[O:21])[CH2:16][CH2:15]2)=[O:7])=[CH:4][CH:3]=1.[S:36]1[CH:40]=[CH:39][N:38]=[C:37]1[NH2:41].CN(C=O)C.C(Cl)CCl. The catalyst is CN(C)C1C=CN=CC=1.O.C(Cl)Cl. The product is [F:1][C:2]1[CH:3]=[CH:4][C:5]([C:6](/[N:8]=[C:9]2\[NH:10][C:11]3[CH:26]=[CH:25][C:24]([CH2:27][N:28]4[CH2:33][CH2:32][CH2:31][CH2:30][CH2:29]4)=[CH:23][C:12]=3[N:13]\2[C@H:14]2[CH2:19][CH2:18][C@@H:17]([C:20](=[O:21])[NH:41][C:37]3[S:36][CH:40]=[CH:39][N:38]=3)[CH2:16][CH2:15]2)=[O:7])=[CH:34][CH:35]=1. The yield is 0.461.